Dataset: Reaction yield outcomes from USPTO patents with 853,638 reactions. Task: Predict the reaction yield, written as a fraction of the theoretical maximum amount of product (1.0 means a 100% yield; for example, 0.34 means a 34% yield). (1) The reactants are [CH2:1]([O:3][C:4](=[O:16])[C:5]([C:14]#[N:15])=[CH:6][C:7]1[CH:12]=[CH:11][C:10]([Br:13])=[CH:9][CH:8]=1)[CH3:2].[Cl:17][C:18]1[CH:23]=[CH:22][C:21]([Mg]Br)=[CH:20][CH:19]=1.Cl. The catalyst is C1(C)C=CC=CC=1. The product is [CH2:1]([O:3][C:4](=[O:16])[CH:5]([C:14]#[N:15])[CH:6]([C:7]1[CH:8]=[CH:9][C:10]([Br:13])=[CH:11][CH:12]=1)[C:21]1[CH:22]=[CH:23][C:18]([Cl:17])=[CH:19][CH:20]=1)[CH3:2]. The yield is 0.910. (2) The reactants are C(O)(=O)C(O)=O.[NH2:7][C@:8]([CH3:30])([CH2:11][CH2:12][C:13]1[O:14][C:15]([C:18](=[O:29])[CH2:19][CH2:20][CH2:21][CH2:22][C:23]2[CH:28]=[CH:27][CH:26]=[CH:25][CH:24]=2)=[CH:16][CH:17]=1)[CH2:9][OH:10].[C:31](O[C:31]([O:33][C:34]([CH3:37])([CH3:36])[CH3:35])=[O:32])([O:33][C:34]([CH3:37])([CH3:36])[CH3:35])=[O:32].C(N(CC)CC)C. The catalyst is ClCCl. The product is [C:34]([O:33][C:31]([NH:7][C@:8]([CH3:30])([CH2:11][CH2:12][C:13]1[O:14][C:15]([C:18](=[O:29])[CH2:19][CH2:20][CH2:21][CH2:22][C:23]2[CH:24]=[CH:25][CH:26]=[CH:27][CH:28]=2)=[CH:16][CH:17]=1)[CH2:9][OH:10])=[O:32])([CH3:37])([CH3:36])[CH3:35]. The yield is 0.880. (3) The reactants are [OH:1][C:2]([C:33]1[S:34][CH:35]=[CH:36][CH:37]=1)([C:28]1[S:29][CH:30]=[CH:31][CH:32]=1)[C:3]([O:5][C@H:6]1[CH2:11][CH2:10][C@H:9]([N:12]([CH2:14][CH2:15][CH2:16][N:17]2[C:21]3[CH:22]=[CH:23][C:24]([CH:26]=O)=[CH:25][C:20]=3[N:19]=[N:18]2)[CH3:13])[CH2:8][CH2:7]1)=[O:4].C(O)(=O)C.[NH2:42][CH2:43][C@@H:44]([C:53]1[CH:62]=[CH:61][C:60]([OH:63])=[C:59]2[C:54]=1[CH:55]=[CH:56][C:57](=[O:64])[NH:58]2)[O:45][Si:46]([C:49]([CH3:52])([CH3:51])[CH3:50])([CH3:48])[CH3:47].C(N(C(C)C)CC)(C)C.C(O[BH-](OC(=O)C)OC(=O)C)(=O)C.[Na+]. The catalyst is CO.C1COCC1.C(Cl)(Cl)Cl. The product is [OH:1][C:2]([C:28]1[S:29][CH:30]=[CH:31][CH:32]=1)([C:33]1[S:34][CH:35]=[CH:36][CH:37]=1)[C:3]([O:5][C@H:6]1[CH2:7][CH2:8][C@H:9]([N:12]([CH2:14][CH2:15][CH2:16][N:17]2[C:21]3[CH:22]=[CH:23][C:24]([CH2:26][NH:42][CH2:43][C@H:44]([O:45][Si:46]([C:49]([CH3:52])([CH3:51])[CH3:50])([CH3:48])[CH3:47])[C:53]4[CH:62]=[CH:61][C:60]([OH:63])=[C:59]5[C:54]=4[CH:55]=[CH:56][C:57](=[O:64])[NH:58]5)=[CH:25][C:20]=3[N:19]=[N:18]2)[CH3:13])[CH2:10][CH2:11]1)=[O:4]. The yield is 0.910. (4) The reactants are [Br:1][C:2]1[CH:7]=[CH:6][C:5]([C:8]2[CH:13]=[CH:12][C:11]([CH2:14][C:15]([OH:17])=O)=[CH:10][CH:9]=2)=[CH:4][CH:3]=1.Cl.[CH3:19][NH:20][CH3:21].[Cl-].COC1N=C(OC)N=C([N+]2(C)CCOCC2)N=1.CN1CCOCC1. The catalyst is O1CCCC1.CO. The product is [Br:1][C:2]1[CH:7]=[CH:6][C:5]([C:8]2[CH:13]=[CH:12][C:11]([CH2:14][C:15]([N:20]([CH3:21])[CH3:19])=[O:17])=[CH:10][CH:9]=2)=[CH:4][CH:3]=1. The yield is 0.750. (5) The reactants are Cl[C:2]1[N:7]=[CH:6][N:5]=[C:4]([NH:8][C@H:9]2[CH2:13][C@H:12]([OH:14])[C@H:11]([CH2:15][OH:16])[CH2:10]2)[CH:3]=1.ClC1N=CN=C(N[C@H]2C[C@@H]3OC(C4C=CC(OC)=CC=4)OC[C@@H]3C2)C=1.[NH2:42][C@@H:43]1[C:51]2[C:46](=[CH:47][CH:48]=[CH:49][CH:50]=2)[CH2:45][CH2:44]1. The catalyst is C(O)CCC. The product is [C@@H:43]1([NH:42][C:2]2[N:7]=[CH:6][N:5]=[C:4]([NH:8][C@H:9]3[CH2:13][C@H:12]([OH:14])[C@H:11]([CH2:15][OH:16])[CH2:10]3)[CH:3]=2)[C:51]2[C:46](=[CH:47][CH:48]=[CH:49][CH:50]=2)[CH2:45][CH2:44]1. The yield is 0.630. (6) The reactants are C([O:4][C@H:5]1[CH2:10][CH2:9][C@@:8]([C@H:12]2[CH2:20][CH2:19][C@@:18]3([CH3:21])[C@@H:14]([CH2:15][CH2:16][C:17]3=[CH2:22])[C@@H:13]2[CH2:23][N:24]2[C:28]3[CH:29]=[CH:30][CH:31]=[CH:32][C:27]=3[N:26]=[CH:25]2)([CH3:11])[C@@H:7]([CH2:33][O:34]C(=O)C)[CH2:6]1)(=O)C.C(=O)([O-])[O-].[K+].[K+]. The catalyst is CO. The product is [N:24]1([CH2:23][C@@H:13]2[C@@H:12]([C@@:8]3([CH3:11])[CH2:9][CH2:10][C@H:5]([OH:4])[CH2:6][C@@H:7]3[CH2:33][OH:34])[CH2:20][CH2:19][C@@:18]3([CH3:21])[C@H:14]2[CH2:15][CH2:16][C:17]3=[CH2:22])[C:28]2[CH:29]=[CH:30][CH:31]=[CH:32][C:27]=2[N:26]=[CH:25]1. The yield is 0.0900. (7) The reactants are [NH:1]1[C:5]2=[N:6][CH:7]=[C:8]([C:10]#[N:11])[CH:9]=[C:4]2[CH:3]=[CH:2]1.Cl.[CH3:13][NH:14][CH3:15].[CH2:16]=O. The catalyst is C(O)(C)C. The product is [CH3:13][N:14]([CH2:16][C:3]1[C:4]2[C:5](=[N:6][CH:7]=[C:8]([C:10]#[N:11])[CH:9]=2)[NH:1][CH:2]=1)[CH3:15]. The yield is 0.480. (8) The reactants are O=P(Cl)(Cl)Cl.[O:6]1[C:10]2[CH:11]=[CH:12][C:13]([C:15]3([C:18]([NH:20][C:21]4[CH:22]=[C:23]5[C:27](=[CH:28][CH:29]=4)[NH:26][C:25]([C:30]([CH3:33])([CH3:32])[CH3:31])=[CH:24]5)=[O:19])[CH2:17][CH2:16]3)=[CH:14][C:9]=2[O:8][CH2:7]1.CN([CH:37]=[O:38])C. No catalyst specified. The product is [O:6]1[C:10]2[CH:11]=[CH:12][C:13]([C:15]3([C:18]([NH:20][C:21]4[CH:22]=[C:23]5[C:27](=[CH:28][CH:29]=4)[NH:26][C:25]([C:30]([CH3:33])([CH3:32])[CH3:31])=[C:24]5[CH:37]=[O:38])=[O:19])[CH2:17][CH2:16]3)=[CH:14][C:9]=2[O:8][CH2:7]1. The yield is 0.610.